This data is from Peptide-MHC class I binding affinity with 185,985 pairs from IEDB/IMGT. The task is: Regression. Given a peptide amino acid sequence and an MHC pseudo amino acid sequence, predict their binding affinity value. This is MHC class I binding data. (1) The peptide sequence is KIMEIVSHL. The MHC is HLA-A68:02 with pseudo-sequence HLA-A68:02. The binding affinity (normalized) is 0.355. (2) The peptide sequence is TSKLNHHFP. The MHC is HLA-A02:01 with pseudo-sequence HLA-A02:01. The binding affinity (normalized) is 0.0847. (3) The peptide sequence is SRLGIVVLR. The MHC is HLA-A69:01 with pseudo-sequence HLA-A69:01. The binding affinity (normalized) is 0.0847. (4) The peptide sequence is LPGCSFSIF. The MHC is HLA-B53:01 with pseudo-sequence HLA-B53:01. The binding affinity (normalized) is 0.560.